Dataset: Forward reaction prediction with 1.9M reactions from USPTO patents (1976-2016). Task: Predict the product of the given reaction. Given the reactants [O-]CC.[Na+].[Cl:5][C:6]1[CH:31]=[CH:30][C:9]([O:10][CH2:11][C:12]([N:14]2[CH2:19][C@H:18]([CH3:20])[N:17]([CH2:21][C:22]3[CH:27]=[CH:26][C:25]([F:28])=[CH:24][CH:23]=3)[CH2:16][C@H:15]2[CH3:29])=[O:13])=[C:8]([C:32]2[O:36][N:35]=[CH:34][CH:33]=2)[CH:7]=1.Cl.O, predict the reaction product. The product is: [Cl:5][C:6]1[CH:31]=[CH:30][C:9]([O:10][CH2:11][C:12]([N:14]2[CH2:19][C@H:18]([CH3:20])[N:17]([CH2:21][C:22]3[CH:23]=[CH:24][C:25]([F:28])=[CH:26][CH:27]=3)[CH2:16][C@H:15]2[CH3:29])=[O:13])=[C:8]([C:32](=[O:36])[CH2:33][C:34]#[N:35])[CH:7]=1.